This data is from NCI-60 drug combinations with 297,098 pairs across 59 cell lines. The task is: Regression. Given two drug SMILES strings and cell line genomic features, predict the synergy score measuring deviation from expected non-interaction effect. (1) Drug 1: CN1CCC(CC1)COC2=C(C=C3C(=C2)N=CN=C3NC4=C(C=C(C=C4)Br)F)OC. Drug 2: CC=C1C(=O)NC(C(=O)OC2CC(=O)NC(C(=O)NC(CSSCCC=C2)C(=O)N1)C(C)C)C(C)C. Cell line: OVCAR-5. Synergy scores: CSS=59.5, Synergy_ZIP=-6.41, Synergy_Bliss=-9.03, Synergy_Loewe=-9.54, Synergy_HSA=-7.16. (2) Drug 1: CC1=CC2C(CCC3(C2CCC3(C(=O)C)OC(=O)C)C)C4(C1=CC(=O)CC4)C. Drug 2: CC1=CC=C(C=C1)C2=CC(=NN2C3=CC=C(C=C3)S(=O)(=O)N)C(F)(F)F. Cell line: MDA-MB-231. Synergy scores: CSS=-10.9, Synergy_ZIP=6.04, Synergy_Bliss=-0.00850, Synergy_Loewe=-12.0, Synergy_HSA=-11.1. (3) Drug 1: CC1CCC2CC(C(=CC=CC=CC(CC(C(=O)C(C(C(=CC(C(=O)CC(OC(=O)C3CCCCN3C(=O)C(=O)C1(O2)O)C(C)CC4CCC(C(C4)OC)O)C)C)O)OC)C)C)C)OC. Drug 2: C#CCC(CC1=CN=C2C(=N1)C(=NC(=N2)N)N)C3=CC=C(C=C3)C(=O)NC(CCC(=O)O)C(=O)O. Cell line: NCI-H522. Synergy scores: CSS=64.6, Synergy_ZIP=3.13, Synergy_Bliss=0.767, Synergy_Loewe=-28.1, Synergy_HSA=0.518. (4) Drug 1: CC1CCC2CC(C(=CC=CC=CC(CC(C(=O)C(C(C(=CC(C(=O)CC(OC(=O)C3CCCCN3C(=O)C(=O)C1(O2)O)C(C)CC4CCC(C(C4)OC)O)C)C)O)OC)C)C)C)OC. Drug 2: CN(C(=O)NC(C=O)C(C(C(CO)O)O)O)N=O. Cell line: RPMI-8226. Synergy scores: CSS=33.5, Synergy_ZIP=-4.52, Synergy_Bliss=-5.09, Synergy_Loewe=-27.0, Synergy_HSA=-4.13. (5) Drug 1: C(CC(=O)O)C(=O)CN.Cl. Drug 2: CCN(CC)CCCC(C)NC1=C2C=C(C=CC2=NC3=C1C=CC(=C3)Cl)OC. Cell line: PC-3. Synergy scores: CSS=16.2, Synergy_ZIP=-8.70, Synergy_Bliss=-1.95, Synergy_Loewe=-12.9, Synergy_HSA=-0.939. (6) Drug 1: C1=CN(C(=O)N=C1N)C2C(C(C(O2)CO)O)(F)F. Drug 2: CN1C(=O)N2C=NC(=C2N=N1)C(=O)N. Cell line: NCIH23. Synergy scores: CSS=83.8, Synergy_ZIP=-0.159, Synergy_Bliss=-1.24, Synergy_Loewe=-0.631, Synergy_HSA=0.299.